From a dataset of Forward reaction prediction with 1.9M reactions from USPTO patents (1976-2016). Predict the product of the given reaction. Given the reactants [C:1]1([C:10]2[CH:15]=[CH:14][CH:13]=[CH:12][CH:11]=2)[C:2](B(O)O)=[CH:3][CH:4]=[CH:5][CH:6]=1.Br[C:17]1[CH:22]=[N:21][C:20]([O:23][CH3:24])=[CH:19][N:18]=1.C1(P(C2CCCCC2)C2C=CC=CC=2C2C(OC)=CC=CC=2OC)CCCCC1.[O-]P([O-])([O-])=O.[K+].[K+].[K+], predict the reaction product. The product is: [C:1]1([C:10]2[CH:15]=[CH:14][CH:13]=[CH:12][CH:11]=2)[CH:6]=[CH:5][CH:4]=[CH:3][C:2]=1[C:17]1[CH:22]=[N:21][C:20]([O:23][CH3:24])=[CH:19][N:18]=1.